Dataset: Forward reaction prediction with 1.9M reactions from USPTO patents (1976-2016). Task: Predict the product of the given reaction. Given the reactants F[P-](F)(F)(F)(F)F.N1(O[P+](N(C)C)(N(C)C)N(C)C)C2C=CC=CC=2N=N1.[O:28]1[CH2:33][CH2:32][O:31][C:30]2[CH:34]=[C:35]([C:38]([OH:40])=O)[CH:36]=[CH:37][C:29]1=2.CCN(C(C)C)C(C)C.[NH2:50][C@@H:51]1[CH2:56][CH2:55][N:54]([C:57]([O:59][C:60]([CH3:63])([CH3:62])[CH3:61])=[O:58])[C@@H:53]([C:64]([O:66][CH3:67])=[O:65])[CH2:52]1, predict the reaction product. The product is: [O:28]1[CH2:33][CH2:32][O:31][C:30]2[CH:34]=[C:35]([C:38]([NH:50][C@@H:51]3[CH2:56][CH2:55][N:54]([C:57]([O:59][C:60]([CH3:61])([CH3:62])[CH3:63])=[O:58])[C@@H:53]([C:64]([O:66][CH3:67])=[O:65])[CH2:52]3)=[O:40])[CH:36]=[CH:37][C:29]1=2.